Task: Regression. Given two drug SMILES strings and cell line genomic features, predict the synergy score measuring deviation from expected non-interaction effect.. Dataset: NCI-60 drug combinations with 297,098 pairs across 59 cell lines (1) Drug 1: C1=C(C(=O)NC(=O)N1)N(CCCl)CCCl. Drug 2: CC1=C(N=C(N=C1N)C(CC(=O)N)NCC(C(=O)N)N)C(=O)NC(C(C2=CN=CN2)OC3C(C(C(C(O3)CO)O)O)OC4C(C(C(C(O4)CO)O)OC(=O)N)O)C(=O)NC(C)C(C(C)C(=O)NC(C(C)O)C(=O)NCCC5=NC(=CS5)C6=NC(=CS6)C(=O)NCCC[S+](C)C)O. Cell line: UACC62. Synergy scores: CSS=25.0, Synergy_ZIP=-6.23, Synergy_Bliss=0.823, Synergy_Loewe=1.30, Synergy_HSA=1.80. (2) Drug 1: C1=C(C(=O)NC(=O)N1)N(CCCl)CCCl. Drug 2: CC1=C2C(C(=O)C3(C(CC4C(C3C(C(C2(C)C)(CC1OC(=O)C(C(C5=CC=CC=C5)NC(=O)C6=CC=CC=C6)O)O)OC(=O)C7=CC=CC=C7)(CO4)OC(=O)C)O)C)OC(=O)C. Cell line: CAKI-1. Synergy scores: CSS=64.3, Synergy_ZIP=3.73, Synergy_Bliss=3.45, Synergy_Loewe=-22.8, Synergy_HSA=8.18. (3) Drug 2: CC1=C(C=C(C=C1)C(=O)NC2=CC(=CC(=C2)C(F)(F)F)N3C=C(N=C3)C)NC4=NC=CC(=N4)C5=CN=CC=C5. Drug 1: C1=CC(=C2C(=C1NCCNCCO)C(=O)C3=C(C=CC(=C3C2=O)O)O)NCCNCCO. Cell line: SF-268. Synergy scores: CSS=40.2, Synergy_ZIP=2.02, Synergy_Bliss=2.50, Synergy_Loewe=-19.6, Synergy_HSA=1.56. (4) Drug 1: CN(CC1=CN=C2C(=N1)C(=NC(=N2)N)N)C3=CC=C(C=C3)C(=O)NC(CCC(=O)O)C(=O)O. Drug 2: C1CNP(=O)(OC1)N(CCCl)CCCl. Cell line: SNB-75. Synergy scores: CSS=14.1, Synergy_ZIP=-7.43, Synergy_Bliss=-0.484, Synergy_Loewe=-16.7, Synergy_HSA=-0.319. (5) Drug 1: C1=CN(C(=O)N=C1N)C2C(C(C(O2)CO)O)O.Cl. Drug 2: CC1=C(C(=CC=C1)Cl)NC(=O)C2=CN=C(S2)NC3=CC(=NC(=N3)C)N4CCN(CC4)CCO. Cell line: CAKI-1. Synergy scores: CSS=33.7, Synergy_ZIP=-1.14, Synergy_Bliss=-0.541, Synergy_Loewe=-7.69, Synergy_HSA=-2.50. (6) Drug 1: C1CC(C1)(C(=O)O)C(=O)O.[NH2-].[NH2-].[Pt+2]. Drug 2: CC1C(C(CC(O1)OC2CC(CC3=C2C(=C4C(=C3O)C(=O)C5=C(C4=O)C(=CC=C5)OC)O)(C(=O)CO)O)N)O.Cl. Cell line: RXF 393. Synergy scores: CSS=34.2, Synergy_ZIP=-2.29, Synergy_Bliss=-0.235, Synergy_Loewe=-6.32, Synergy_HSA=0.957. (7) Drug 1: CNC(=O)C1=CC=CC=C1SC2=CC3=C(C=C2)C(=NN3)C=CC4=CC=CC=N4. Drug 2: CC1=C(C(=CC=C1)Cl)NC(=O)C2=CN=C(S2)NC3=CC(=NC(=N3)C)N4CCN(CC4)CCO. Cell line: NCI-H460. Synergy scores: CSS=19.1, Synergy_ZIP=16.4, Synergy_Bliss=17.9, Synergy_Loewe=16.1, Synergy_HSA=16.7.